Dataset: Catalyst prediction with 721,799 reactions and 888 catalyst types from USPTO. Task: Predict which catalyst facilitates the given reaction. (1) Reactant: [C:1]([CH2:3][CH2:4][C:5]1[C:6](OS(C(F)(F)F)(=O)=O)=[N:7][CH:8]=[C:9]([CH:14]=1)[C:10]([O:12][CH3:13])=[O:11])#[N:2].[F:23][C:24]1[CH:29]=[CH:28][C:27]([O:30][CH3:31])=[CH:26][C:25]=1B(O)O.C(=O)([O-])[O-].[Na+].[Na+]. Product: [C:1]([CH2:3][CH2:4][C:5]1[C:6]([C:25]2[CH:26]=[C:27]([O:30][CH3:31])[CH:28]=[CH:29][C:24]=2[F:23])=[N:7][CH:8]=[C:9]([CH:14]=1)[C:10]([O:12][CH3:13])=[O:11])#[N:2]. The catalyst class is: 206. (2) Reactant: CO[C:3](=[O:15])[C:4]1[CH:9]=[CH:8][CH:7]=[C:6]([N+:10]([O-:12])=[O:11])[C:5]=1[CH2:13]Br.[CH3:16][O:17][CH2:18][CH2:19][NH2:20].O. Product: [CH3:16][O:17][CH2:18][CH2:19][N:20]1[CH2:13][C:5]2[C:4](=[CH:9][CH:8]=[CH:7][C:6]=2[N+:10]([O-:12])=[O:11])[C:3]1=[O:15]. The catalyst class is: 10. (3) Reactant: [CH3:1][C:2]1[CH:3]=[C:4]2[C:9](=[CH:10][CH:11]=1)[N:8]=[CH:7][CH:6]=[CH:5]2.[Se](=O)=[O:13]. Product: [N:8]1[C:9]2[C:4](=[CH:3][C:2]([CH:1]=[O:13])=[CH:11][CH:10]=2)[CH:5]=[CH:6][CH:7]=1. The catalyst class is: 13. (4) Reactant: [Cl:1][CH2:2][C:3](Cl)=[O:4].Cl.[NH:7]1[CH2:12][CH2:11][CH2:10][C@@H:9]([NH:13][C:14]2[C:19](=[O:20])[NH:18][CH:17]=[C:16]([C:21]3[CH:26]=[CH:25][N:24]=[CH:23][CH:22]=3)[CH:15]=2)[CH2:8]1.C(N(CC)CC)C. Product: [Cl:1][CH2:2][C:3]([N:7]1[CH2:12][CH2:11][CH2:10][C@@H:9]([NH:13][C:14]2[C:19](=[O:20])[NH:18][CH:17]=[C:16]([C:21]3[CH:26]=[CH:25][N:24]=[CH:23][CH:22]=3)[CH:15]=2)[CH2:8]1)=[O:4]. The catalyst class is: 4. (5) Reactant: [F:1][C:2]([F:13])([F:12])[C:3]1[C:11]2[CH2:10][CH2:9][CH2:8][CH2:7][C:6]=2[NH:5][N:4]=1.Cl[CH2:15][C:16]1[CH:21]=[C:20]([C:22]([O:24][CH3:25])=[O:23])[CH:19]=[CH:18][N:17]=1.CN(C=O)C.CC(C)([O-])C.[K+]. Product: [F:13][C:2]([F:1])([F:12])[C:3]1[C:11]2[CH2:10][CH2:9][CH2:8][CH2:7][C:6]=2[N:5]([CH2:15][C:16]2[CH:21]=[C:20]([C:22]([O:24][CH3:25])=[O:23])[CH:19]=[CH:18][N:17]=2)[N:4]=1. The catalyst class is: 6. (6) Reactant: Br[C:2]1[C:3]([Cl:25])=[C:4]([C:8]2[N:12]=[C:11]([C:13]3[CH:14]=[CH:15][C:16]([O:21][CH:22]([CH3:24])[CH3:23])=[C:17]([CH:20]=3)[C:18]#[N:19])[O:10][N:9]=2)[CH:5]=[CH:6][CH:7]=1.CC(P(C(C)(C)C)C(C)(C)C)(C)C.C([O-])([O-])=O.[Cs+].[Cs+].Br[Zn][CH2:47][CH2:48][C:49]([O:51][CH2:52][CH3:53])=[O:50]. Product: [Cl:25][C:3]1[C:4]([C:8]2[N:12]=[C:11]([C:13]3[CH:14]=[CH:15][C:16]([O:21][CH:22]([CH3:24])[CH3:23])=[C:17]([C:18]#[N:19])[CH:20]=3)[O:10][N:9]=2)=[CH:5][CH:6]=[CH:7][C:2]=1[CH2:47][CH2:48][C:49]([O:51][CH2:52][CH3:53])=[O:50]. The catalyst class is: 443. (7) The catalyst class is: 6. Reactant: [C:1]([O:4][CH:5]1[CH:12]2[CH:8]([O:9][CH2:10][CH2:11]2)[O:7][CH2:6]1)(=[O:3])[CH3:2].O.O.P([O-])(O)(O)=O.[Na+].C([O-])(O)=O.[Na+].ClCCl. Product: [C:1]([O:4][C@@H:5]1[C@H:12]2[C@H:8]([O:9][CH2:10][CH2:11]2)[O:7][CH2:6]1)(=[O:3])[CH3:2]. (8) Reactant: [CH3:1][S:2]([N:5]1[CH2:10][CH2:9][CH:8]([CH2:11][N:12]2[C:20]3[C:15](=[CH:16][C:17]([C:21]4[CH:22]=[N:23][N:24](C5CCCCO5)[CH:25]=4)=[CH:18][CH:19]=3)[CH:14]=[CH:13]2)[CH2:7][CH2:6]1)(=[O:4])=[O:3].O.C1(C)C=CC(S(O)(=O)=O)=CC=1. Product: [CH3:1][S:2]([N:5]1[CH2:6][CH2:7][CH:8]([CH2:11][N:12]2[C:20]3[C:15](=[CH:16][C:17]([C:21]4[CH:25]=[N:24][NH:23][CH:22]=4)=[CH:18][CH:19]=3)[CH:14]=[CH:13]2)[CH2:9][CH2:10]1)(=[O:4])=[O:3]. The catalyst class is: 138. (9) Reactant: [C:1]([C@H:3]1[CH2:7][CH2:6][C@H:5]([NH:8][C:9](=[O:15])[O:10][C:11]([CH3:14])([CH3:13])[CH3:12])[CH2:4]1)#[N:2].Cl.[NH2:17][OH:18].C(=O)([O-])[O-].[Na+].[Na+]. Product: [NH2:2]/[C:1](=[N:17]\[OH:18])/[C@H:3]1[CH2:7][CH2:6][C@H:5]([NH:8][C:9](=[O:15])[O:10][C:11]([CH3:12])([CH3:14])[CH3:13])[CH2:4]1. The catalyst class is: 8.